This data is from Catalyst prediction with 721,799 reactions and 888 catalyst types from USPTO. The task is: Predict which catalyst facilitates the given reaction. (1) Reactant: [C:1]([CH2:3][NH:4][CH2:5][CH2:6][CH:7]([C:14]1[CH:19]=[CH:18][CH:17]=[CH:16][CH:15]=1)[C:8]1[CH:13]=[CH:12][CH:11]=[CH:10][CH:9]=1)#[N:2].IC.[C:22](=O)([O-])[O-].[K+].[K+]. Product: [CH3:22][N:4]([CH2:5][CH2:6][CH:7]([C:14]1[CH:15]=[CH:16][CH:17]=[CH:18][CH:19]=1)[C:8]1[CH:9]=[CH:10][CH:11]=[CH:12][CH:13]=1)[CH2:3][C:1]#[N:2]. The catalyst class is: 245. (2) Reactant: [Cl:1][C:2]1[N:7]=[N:6][C:5]([NH:8][NH2:9])=[C:4]([C:10]([O:12][CH2:13][CH3:14])=[O:11])[CH:3]=1.[CH:15](O)=O. Product: [Cl:1][C:2]1[CH:3]=[C:4]([C:10]([O:12][CH2:13][CH3:14])=[O:11])[C:5]2[N:6]([CH:15]=[N:9][N:8]=2)[N:7]=1. The catalyst class is: 11. (3) Reactant: [CH2:1]([O:8][C:9]([NH:11][CH2:12][CH2:13][NH:14][S:15]([NH:18][CH2:19][C:20]([O:22]CC)=O)(=[O:17])=[O:16])=[O:10])[C:2]1[CH:7]=[CH:6][CH:5]=[CH:4][CH:3]=1.C([O-])([O-])=O.[K+].[K+].CCOC(C)=O. Product: [O:16]=[S:15]1(=[O:17])[NH:18][CH2:19][C:20](=[O:22])[N:14]1[CH2:13][CH2:12][NH:11][C:9](=[O:10])[O:8][CH2:1][C:2]1[CH:7]=[CH:6][CH:5]=[CH:4][CH:3]=1. The catalyst class is: 16. (4) Product: [CH3:28][C:19]1[CH:20]=[C:21]([NH:25][C:26]([NH:1][C:2]2[CH:3]=[C:4]([C:7]3[N:8]([C:16]([NH2:18])=[O:17])[C:9]4[C:14]([CH:15]=3)=[CH:13][CH:12]=[CH:11][CH:10]=4)[S:5][CH:6]=2)=[O:27])[CH:22]=[CH:23][CH:24]=1. Reactant: [NH2:1][C:2]1[CH:3]=[C:4]([C:7]2[N:8]([C:16]([NH2:18])=[O:17])[C:9]3[C:14]([CH:15]=2)=[CH:13][CH:12]=[CH:11][CH:10]=3)[S:5][CH:6]=1.[C:19]1([CH3:28])[CH:24]=[CH:23][CH:22]=[C:21]([N:25]=[C:26]=[O:27])[CH:20]=1. The catalyst class is: 56. (5) Reactant: Cl.[F:2][CH:3]([F:27])[C:4]1[CH:9]=[CH:8][C:7]([C:10]2[C:15]([F:16])=[CH:14][N:13]=[C:12]([CH2:17][NH:18][C:19]([C@@H:21]3[CH2:25][C@@H:24]([F:26])[CH2:23][NH:22]3)=[O:20])[CH:11]=2)=[CH:6][CH:5]=1.ClCCl.[F:31][C:32]1[CH:37]=[CH:36][C:35]([S:38](Cl)(=[O:40])=[O:39])=[CH:34][CH:33]=1. Product: [F:27][CH:3]([F:2])[C:4]1[CH:9]=[CH:8][C:7]([C:10]2[C:15]([F:16])=[CH:14][N:13]=[C:12]([CH2:17][NH:18][C:19]([C@@H:21]3[CH2:25][C@@H:24]([F:26])[CH2:23][N:22]3[S:38]([C:35]3[CH:36]=[CH:37][C:32]([F:31])=[CH:33][CH:34]=3)(=[O:40])=[O:39])=[O:20])[CH:11]=2)=[CH:6][CH:5]=1. The catalyst class is: 13. (6) Reactant: [C:1]([C:3]1[CH:8]=[CH:7][C:6]([N:9]2[C:13]([C:14]3[CH:15]=[C:16]([C:32]([NH:34][CH2:35][CH2:36][CH2:37][N:38]([CH3:40])[CH3:39])=[O:33])[C:17](=[O:31])[N:18]([C:21]4[CH:26]=[CH:25][CH:24]=[C:23]([C:27]([F:30])([F:29])[F:28])[CH:22]=4)[C:19]=3[CH3:20])=[CH:12][CH:11]=[N:10]2)=[CH:5][CH:4]=1)#[N:2].[C:41]1([S:47]([O:50]C)(=[O:49])=[O:48])[CH:46]=[CH:45][CH:44]=[CH:43][CH:42]=1. Product: [C:41]1([S:47]([O-:50])(=[O:49])=[O:48])[CH:46]=[CH:45][CH:44]=[CH:43][CH:42]=1.[C:1]([C:3]1[CH:8]=[CH:7][C:6]([N:9]2[C:13]([C:14]3[CH:15]=[C:16]([C:32]([NH:34][CH2:35][CH2:36][CH2:37][N+:38]([CH3:41])([CH3:40])[CH3:39])=[O:33])[C:17](=[O:31])[N:18]([C:21]4[CH:26]=[CH:25][CH:24]=[C:23]([C:27]([F:29])([F:28])[F:30])[CH:22]=4)[C:19]=3[CH3:20])=[CH:12][CH:11]=[N:10]2)=[CH:5][CH:4]=1)#[N:2]. The catalyst class is: 21.